Dataset: Reaction yield outcomes from USPTO patents with 853,638 reactions. Task: Predict the reaction yield, written as a fraction of the theoretical maximum amount of product (1.0 means a 100% yield; for example, 0.34 means a 34% yield). (1) The reactants are Cl[C:2]1[N:7]2[N:8]=[C:9](C)[CH:10]=[C:6]2[N:5]=[C:4]([NH:12][C:13](=[O:24])[C:14]2[CH:19]=[CH:18][C:17]([C:20]([OH:23])([CH3:22])[CH3:21])=[CH:16][CH:15]=2)[CH:3]=1.[CH3:25][CH:26]([CH3:35])[CH:27]([CH:29]1[CH2:34][CH2:33][NH:32][CH2:31][CH2:30]1)[OH:28]. The catalyst is O1CCOCC1.CS(C)=O.CO. The product is [OH:28][CH:27]([CH:29]1[CH2:30][CH2:31][N:32]([C:2]2[N:7]3[N:8]=[CH:9][CH:10]=[C:6]3[N:5]=[C:4]([NH:12][C:13](=[O:24])[C:14]3[CH:15]=[CH:16][C:17]([C:20]([OH:23])([CH3:21])[CH3:22])=[CH:18][CH:19]=3)[CH:3]=2)[CH2:33][CH2:34]1)[CH:26]([CH3:35])[CH3:25]. The yield is 0.230. (2) The reactants are [CH3:1][NH:2][CH3:3].C1COCC1.[Cl:9][CH2:10][C:11]([NH:13][CH2:14][C:15]1[CH:23]=[CH:22][CH:21]=[C:20]2[C:16]=1[CH2:17][N:18]([CH:25]1[CH2:30][CH2:29][C:28](=[O:31])[NH:27][C:26]1=[O:32])[C:19]2=[O:24])=[O:12]. The catalyst is CN(C=O)C. The product is [ClH:9].[CH3:1][N:2]([CH3:3])[CH2:10][C:11]([NH:13][CH2:14][C:15]1[CH:23]=[CH:22][CH:21]=[C:20]2[C:16]=1[CH2:17][N:18]([CH:25]1[CH2:30][CH2:29][C:28](=[O:31])[NH:27][C:26]1=[O:32])[C:19]2=[O:24])=[O:12]. The yield is 0.540. (3) The product is [Cl:1][C:2]1[CH:3]=[CH:4][C:5]([O:6][CH2:7][C:8]([N:10]2[CH2:11][CH2:12][N:13]([C:16]3[C:17]4[CH:29]=[C:28]([C:30]5[CH:35]=[CH:34][C:33]([F:36])=[CH:32][CH:31]=5)[S:27][C:18]=4[N:19]=[C:20]([C:22]([OH:24])=[O:23])[N:21]=3)[CH2:14][CH2:15]2)=[O:9])=[CH:37][CH:38]=1. The catalyst is CO.O1CCOCC1. The reactants are [Cl:1][C:2]1[CH:38]=[CH:37][C:5]([O:6][CH2:7][C:8]([N:10]2[CH2:15][CH2:14][N:13]([C:16]3[C:17]4[CH:29]=[C:28]([C:30]5[CH:35]=[CH:34][C:33]([F:36])=[CH:32][CH:31]=5)[S:27][C:18]=4[N:19]=[C:20]([C:22]([O:24]CC)=[O:23])[N:21]=3)[CH2:12][CH2:11]2)=[O:9])=[CH:4][CH:3]=1.Cl. The yield is 0.440. (4) The reactants are C(OC([O:8][NH:9][C:10](=[O:35])[C:11]1[CH:16]=[CH:15][C:14]([N:17]2[CH2:22][CH:21]3[CH:19]([CH:20]3[NH:23][CH2:24][C:25]3[CH:34]=[CH:33][C:32]4[C:27](=[CH:28][CH:29]=[CH:30][CH:31]=4)[CH:26]=3)[CH2:18]2)=[CH:13][CH:12]=1)C)C(C)C.Cl. The catalyst is C(Cl)Cl.O1CCOCC1. The product is [OH:8][NH:9][C:10](=[O:35])[C:11]1[CH:16]=[CH:15][C:14]([N:17]2[CH2:22][CH:21]3[CH:19]([CH:20]3[NH:23][CH2:24][C:25]3[CH:34]=[CH:33][C:32]4[C:27](=[CH:28][CH:29]=[CH:30][CH:31]=4)[CH:26]=3)[CH2:18]2)=[CH:13][CH:12]=1. The yield is 0.140. (5) The reactants are C(OC([N:8]1[CH2:12][CH2:11][CH2:10][C@@H:9]1[CH2:13][O:14][C:15]1[CH:20]=[CH:19][C:18]([O:21][C:22]2[CH:27]=[CH:26][C:25]([Cl:28])=[CH:24][CH:23]=2)=[CH:17][CH:16]=1)=O)(C)(C)C.Cl. The catalyst is O1CCOCC1. The product is [Cl:28][C:25]1[CH:26]=[CH:27][C:22]([O:21][C:18]2[CH:19]=[CH:20][C:15]([O:14][CH2:13][C@H:9]3[CH2:10][CH2:11][CH2:12][NH:8]3)=[CH:16][CH:17]=2)=[CH:23][CH:24]=1. The yield is 0.840.